From a dataset of Full USPTO retrosynthesis dataset with 1.9M reactions from patents (1976-2016). Predict the reactants needed to synthesize the given product. (1) Given the product [Cl:19][C:16]1[CH:15]=[CH:14][C:13]([CH2:12][C:9]2[C:8]([C:20]#[N:21])=[C:7]([O:6][C:5]3[C:4]([CH3:25])=[CH:3][C:2]([N:1]=[CH:28][N:29]([CH2:30][CH3:31])[CH3:32])=[C:23]([CH3:24])[CH:22]=3)[S:11][N:10]=2)=[CH:18][CH:17]=1, predict the reactants needed to synthesize it. The reactants are: [NH2:1][C:2]1[C:23]([CH3:24])=[CH:22][C:5]([O:6][C:7]2[S:11][N:10]=[C:9]([CH2:12][C:13]3[CH:18]=[CH:17][C:16]([Cl:19])=[CH:15][CH:14]=3)[C:8]=2[C:20]#[N:21])=[C:4]([CH3:25])[CH:3]=1.CO[CH:28](OC)[N:29]([CH3:32])[CH2:30][CH3:31]. (2) Given the product [CH3:24][C:25]1[S:26][C:27]([C:2]2[N:7]=[C:6]([C:8]3[CH:9]=[N:10][N:11]([CH2:13][O:14][CH2:15][CH2:16][Si:17]([CH3:20])([CH3:19])[CH3:18])[CH:12]=3)[N:5]3[CH:21]=[CH:22][N:23]=[C:4]3[CH:3]=2)=[CH:28][N:29]=1, predict the reactants needed to synthesize it. The reactants are: Cl[C:2]1[N:7]=[C:6]([C:8]2[CH:9]=[N:10][N:11]([CH2:13][O:14][CH2:15][CH2:16][Si:17]([CH3:20])([CH3:19])[CH3:18])[CH:12]=2)[N:5]2[CH:21]=[CH:22][N:23]=[C:4]2[CH:3]=1.[CH3:24][C:25]1[S:26][C:27]([Sn](C)(C)C)=[CH:28][N:29]=1.C1(P(C2CCCCC2)C2C=CC=CC=2C2C(C(C)C)=CC(C(C)C)=CC=2C(C)C)CCCCC1.